This data is from Catalyst prediction with 721,799 reactions and 888 catalyst types from USPTO. The task is: Predict which catalyst facilitates the given reaction. (1) Reactant: [C:1]1(=[O:9])[CH2:8][CH2:7][CH2:6][CH2:5][CH2:4][CH2:3][CH2:2]1.ClC1C=CC=C(C(OO)=[O:18])C=1.C([O-])(O)=O.[Na+]. Product: [O:18]1[CH2:2][CH2:3][CH2:4][CH2:5][CH2:6][CH2:7][CH2:8][C:1]1=[O:9]. The catalyst class is: 68. (2) Reactant: [NH:1]1[C:9]2[C:4](=[CH:5][CH:6]=[CH:7][CH:8]=2)[C:3]([CH:10]=[O:11])=[CH:2]1.C(N(C(C)C)CC)(C)C.[CH2:21]([O:28][C:29](Cl)=[O:30])[C:22]1[CH:27]=[CH:26][CH:25]=[CH:24][CH:23]=1. Product: [CH2:21]([O:28][C:29]([N:1]1[C:9]2[C:4](=[CH:5][CH:6]=[CH:7][CH:8]=2)[C:3]([CH:10]=[O:11])=[CH:2]1)=[O:30])[C:22]1[CH:27]=[CH:26][CH:25]=[CH:24][CH:23]=1. The catalyst class is: 1. (3) Reactant: [Cl:1][C:2]1[C:3]([C:18]2[N:22]=[C:21]([C:23]3[N:24]=[C:25]4[CH:30]=[CH:29][C:28]([I:31])=[C:27]([CH3:32])[N:26]4[CH:33]=3)[O:20][N:19]=2)=[CH:4][C:5]([F:17])=[C:6]([CH2:8][CH2:9][C:10]([O:12]C(C)(C)C)=[O:11])[CH:7]=1. Product: [Cl:1][C:2]1[C:3]([C:18]2[N:22]=[C:21]([C:23]3[N:24]=[C:25]4[CH:30]=[CH:29][C:28]([I:31])=[C:27]([CH3:32])[N:26]4[CH:33]=3)[O:20][N:19]=2)=[CH:4][C:5]([F:17])=[C:6]([CH2:8][CH2:9][C:10]([OH:12])=[O:11])[CH:7]=1. The catalyst class is: 631. (4) Reactant: [C:1]1(=O)[CH2:6][CH2:5][CH2:4][CH2:3][CH2:2]1.[CH2:8]([O:10][C:11](=[O:20])[C:12](=[CH:18][NH2:19])[C:13]([O:15][CH2:16][CH3:17])=[O:14])[CH3:9].C1(C)C=CC(S(O)(=O)=O)=CC=1. Product: [CH2:16]([O:15][C:13](=[O:14])[C:12](=[CH:18][NH:19][C:1]1[CH2:6][CH2:5][CH2:4][CH2:3][CH:2]=1)[C:11]([O:10][CH2:8][CH3:9])=[O:20])[CH3:17]. The catalyst class is: 11. (5) Reactant: [OH:1]/[N:2]=[C:3](/[C:6]1[CH:11]=[CH:10][CH:9]=[CH:8][CH:7]=1)\[C:4]#[N:5].[Br:12][C:13]1[CH:18]=[CH:17][CH:16]=[C:15]([CH2:19]Br)[N:14]=1.[I-].[K+].C(=O)([O-])[O-].[Cs+].[Cs+]. Product: [Br:12][C:13]1[N:14]=[C:15]([CH2:19][O:1]/[N:2]=[C:3](/[C:6]2[CH:11]=[CH:10][CH:9]=[CH:8][CH:7]=2)\[C:4]#[N:5])[CH:16]=[CH:17][CH:18]=1. The catalyst class is: 444. (6) Reactant: C1(C(=[N:14][C:15]2[CH:16]=[C:17]([S:22]([N:25]([CH3:27])[CH3:26])(=[O:24])=[O:23])[CH:18]=[C:19]([CH3:21])[CH:20]=2)C2C=CC=CC=2)C=CC=CC=1.Cl. Product: [NH2:14][C:15]1[CH:16]=[C:17]([S:22]([N:25]([CH3:26])[CH3:27])(=[O:24])=[O:23])[CH:18]=[C:19]([CH3:21])[CH:20]=1. The catalyst class is: 7. (7) Reactant: [Cl-].[Ca+2].[Cl-].[BH4-].[Na+].[CH2:6]([NH:13][CH2:14][CH:15]([CH:20]([C:22]1[CH:27]=[CH:26][C:25]([F:28])=[C:24]([Cl:29])[CH:23]=1)[OH:21])[C:16](OC)=[O:17])[C:7]1[CH:12]=[CH:11][CH:10]=[CH:9][CH:8]=1.Cl.[OH-].[Na+]. Product: [CH2:6]([NH:13][CH2:14][CH:15]([CH2:16][OH:17])[CH:20]([C:22]1[CH:27]=[CH:26][C:25]([F:28])=[C:24]([Cl:29])[CH:23]=1)[OH:21])[C:7]1[CH:12]=[CH:11][CH:10]=[CH:9][CH:8]=1. The catalyst class is: 219.